This data is from Peptide-MHC class I binding affinity with 185,985 pairs from IEDB/IMGT. The task is: Regression. Given a peptide amino acid sequence and an MHC pseudo amino acid sequence, predict their binding affinity value. This is MHC class I binding data. (1) The peptide sequence is NLTDTNFKK. The MHC is HLA-A33:01 with pseudo-sequence HLA-A33:01. The binding affinity (normalized) is 0.224. (2) The peptide sequence is AFGLFWLVW. The MHC is HLA-B40:01 with pseudo-sequence HLA-B40:01. The binding affinity (normalized) is 0.144. (3) The peptide sequence is DYKECEWPL. The MHC is HLA-A03:01 with pseudo-sequence HLA-A03:01. The binding affinity (normalized) is 0.0847. (4) The peptide sequence is KSISSIFGY. The MHC is HLA-A11:01 with pseudo-sequence HLA-A11:01. The binding affinity (normalized) is 0.891. (5) The peptide sequence is QIMECSRML. The binding affinity (normalized) is 0.331. The MHC is HLA-A68:02 with pseudo-sequence HLA-A68:02. (6) The peptide sequence is SPAIFQSSM. The MHC is HLA-B51:01 with pseudo-sequence HLA-B51:01. The binding affinity (normalized) is 0.333.